Task: Regression. Given two drug SMILES strings and cell line genomic features, predict the synergy score measuring deviation from expected non-interaction effect.. Dataset: NCI-60 drug combinations with 297,098 pairs across 59 cell lines (1) Cell line: A549. Drug 1: CS(=O)(=O)C1=CC(=C(C=C1)C(=O)NC2=CC(=C(C=C2)Cl)C3=CC=CC=N3)Cl. Synergy scores: CSS=37.0, Synergy_ZIP=4.16, Synergy_Bliss=7.91, Synergy_Loewe=-9.22, Synergy_HSA=7.39. Drug 2: CC1C(C(CC(O1)OC2CC(CC3=C2C(=C4C(=C3O)C(=O)C5=C(C4=O)C(=CC=C5)OC)O)(C(=O)C)O)N)O.Cl. (2) Drug 1: CCC1=CC2CC(C3=C(CN(C2)C1)C4=CC=CC=C4N3)(C5=C(C=C6C(=C5)C78CCN9C7C(C=CC9)(C(C(C8N6C)(C(=O)OC)O)OC(=O)C)CC)OC)C(=O)OC.C(C(C(=O)O)O)(C(=O)O)O. Drug 2: CN(C)C1=NC(=NC(=N1)N(C)C)N(C)C. Cell line: RXF 393. Synergy scores: CSS=23.2, Synergy_ZIP=2.68, Synergy_Bliss=4.43, Synergy_Loewe=-33.8, Synergy_HSA=1.96. (3) Drug 1: C1=C(C(=O)NC(=O)N1)N(CCCl)CCCl. Drug 2: C1=NC2=C(N1)C(=S)N=C(N2)N. Cell line: T-47D. Synergy scores: CSS=36.5, Synergy_ZIP=-8.68, Synergy_Bliss=-1.59, Synergy_Loewe=-20.9, Synergy_HSA=1.65. (4) Drug 1: CNC(=O)C1=CC=CC=C1SC2=CC3=C(C=C2)C(=NN3)C=CC4=CC=CC=N4. Drug 2: C1=NC2=C(N=C(N=C2N1C3C(C(C(O3)CO)O)F)Cl)N. Cell line: UACC-257. Synergy scores: CSS=5.46, Synergy_ZIP=-2.72, Synergy_Bliss=-1.68, Synergy_Loewe=-12.1, Synergy_HSA=-2.48. (5) Drug 1: CS(=O)(=O)C1=CC(=C(C=C1)C(=O)NC2=CC(=C(C=C2)Cl)C3=CC=CC=N3)Cl. Drug 2: CC1OCC2C(O1)C(C(C(O2)OC3C4COC(=O)C4C(C5=CC6=C(C=C35)OCO6)C7=CC(=C(C(=C7)OC)O)OC)O)O. Cell line: CCRF-CEM. Synergy scores: CSS=30.2, Synergy_ZIP=-2.08, Synergy_Bliss=-7.17, Synergy_Loewe=-15.6, Synergy_HSA=-6.93. (6) Drug 1: C1CCC(CC1)NC(=O)N(CCCl)N=O. Drug 2: CN(CC1=CN=C2C(=N1)C(=NC(=N2)N)N)C3=CC=C(C=C3)C(=O)NC(CCC(=O)O)C(=O)O. Cell line: K-562. Synergy scores: CSS=56.5, Synergy_ZIP=-3.67, Synergy_Bliss=-5.10, Synergy_Loewe=-4.39, Synergy_HSA=-0.741. (7) Drug 1: CC1C(C(CC(O1)OC2CC(OC(C2O)C)OC3=CC4=CC5=C(C(=O)C(C(C5)C(C(=O)C(C(C)O)O)OC)OC6CC(C(C(O6)C)O)OC7CC(C(C(O7)C)O)OC8CC(C(C(O8)C)O)(C)O)C(=C4C(=C3C)O)O)O)O. Drug 2: CN1C2=C(C=C(C=C2)N(CCCl)CCCl)N=C1CCCC(=O)O.Cl. Cell line: HCC-2998. Synergy scores: CSS=62.3, Synergy_ZIP=0.126, Synergy_Bliss=-0.174, Synergy_Loewe=-31.0, Synergy_HSA=-1.04. (8) Drug 1: C#CCC(CC1=CN=C2C(=N1)C(=NC(=N2)N)N)C3=CC=C(C=C3)C(=O)NC(CCC(=O)O)C(=O)O. Drug 2: C1CNP(=O)(OC1)N(CCCl)CCCl. Cell line: HCT-15. Synergy scores: CSS=-3.57, Synergy_ZIP=-0.153, Synergy_Bliss=-2.34, Synergy_Loewe=-4.18, Synergy_HSA=-3.94. (9) Drug 2: C1C(C(OC1N2C=NC3=C2NC=NCC3O)CO)O. Synergy scores: CSS=29.4, Synergy_ZIP=-7.74, Synergy_Bliss=-2.12, Synergy_Loewe=1.38, Synergy_HSA=1.09. Drug 1: C1CNP(=O)(OC1)N(CCCl)CCCl. Cell line: HT29. (10) Drug 1: CC1CCC2CC(C(=CC=CC=CC(CC(C(=O)C(C(C(=CC(C(=O)CC(OC(=O)C3CCCCN3C(=O)C(=O)C1(O2)O)C(C)CC4CCC(C(C4)OC)OCCO)C)C)O)OC)C)C)C)OC. Drug 2: C1=CC=C(C(=C1)C(C2=CC=C(C=C2)Cl)C(Cl)Cl)Cl. Cell line: NCI-H322M. Synergy scores: CSS=5.51, Synergy_ZIP=2.35, Synergy_Bliss=4.69, Synergy_Loewe=1.79, Synergy_HSA=2.56.